From a dataset of Forward reaction prediction with 1.9M reactions from USPTO patents (1976-2016). Predict the product of the given reaction. (1) Given the reactants [OH:1][C:2]1[CH:10]=[C:9]2[C:5]([CH2:6][CH2:7][C:8]2=[O:11])=[CH:4][CH:3]=1.[F:12][C:13]1([F:19])[CH2:16][CH:15]([CH2:17]O)[CH2:14]1.C1(P(C2C=CC=CC=2)C2C=CC=CC=2)C=CC=CC=1.N(C(OC(C)C)=O)=NC(OC(C)C)=O, predict the reaction product. The product is: [F:12][C:13]1([F:19])[CH2:16][CH:15]([CH2:17][O:1][C:2]2[CH:10]=[C:9]3[C:5]([CH2:6][CH2:7][C:8]3=[O:11])=[CH:4][CH:3]=2)[CH2:14]1. (2) The product is: [CH:14]1([CH:20]2[NH:1][C:2]3[C:7]([Br:8])=[CH:6][C:5]([Br:9])=[CH:4][C:3]=3[S:10](=[O:12])(=[O:11])[NH:13]2)[CH2:19][CH2:18][CH2:17][CH2:16][CH2:15]1. Given the reactants [NH2:1][C:2]1[C:7]([Br:8])=[CH:6][C:5]([Br:9])=[CH:4][C:3]=1[S:10]([NH2:13])(=[O:12])=[O:11].[CH:14]1([CH:20]=O)[CH2:19][CH2:18][CH2:17][CH2:16][CH2:15]1, predict the reaction product. (3) Given the reactants Br[CH2:2][CH2:3][CH2:4][CH2:5][CH2:6][CH2:7][C:8]([CH3:15])([CH3:14])[C:9]([O:11][CH2:12][CH3:13])=[O:10].[C:16]1([CH3:28])[CH:21]=[CH:20][C:19]([S:22]([CH2:25][N+:26]#[C-:27])(=[O:24])=[O:23])=[CH:18][CH:17]=1.[H-].[Na+], predict the reaction product. The product is: [CH2:12]([O:11][C:9](=[O:10])[C:8]([CH3:15])([CH3:14])[CH2:7][CH2:6][CH2:5][CH2:4][CH2:3][CH2:2][C:25]([N+:26]#[C-:27])([S:22]([C:19]1[CH:18]=[CH:17][C:16]([CH3:28])=[CH:21][CH:20]=1)(=[O:23])=[O:24])[CH2:2][CH2:3][CH2:4][CH2:5][CH2:6][CH2:7][C:8]([CH3:14])([CH3:15])[C:9]([O:11][CH2:12][CH3:13])=[O:10])[CH3:13]. (4) Given the reactants [Si]([C:5]([F:8])([F:7])[F:6])(C)(C)C.[Cl:9][C:10]1[C:15]([CH3:16])=[CH:14][C:13](/[CH:17]=[N:18]/[S@@:19]([C:21]([CH3:24])([CH3:23])[CH3:22])=[O:20])=[CH:12][C:11]=1[CH3:25], predict the reaction product. The product is: [Cl:9][C:10]1[C:11]([CH3:25])=[CH:12][C:13]([C@H:17]([NH:18][S@@:19]([C:21]([CH3:23])([CH3:22])[CH3:24])=[O:20])[C:5]([F:8])([F:7])[F:6])=[CH:14][C:15]=1[CH3:16]. (5) Given the reactants N.[C:2]([O:6][C:7](=[O:30])[N:8]([CH2:19][C:20]1[CH:25]=[CH:24][C:23]([C:26]#[N:27])=[CH:22][C:21]=1[CH2:28][OH:29])[CH:9]1[C:18]2[N:17]=[CH:16][CH:15]=[CH:14][C:13]=2[CH2:12][CH2:11][CH2:10]1)([CH3:5])([CH3:4])[CH3:3].[H][H], predict the reaction product. The product is: [C:2]([O:6][C:7](=[O:30])[N:8]([CH2:19][C:20]1[CH:25]=[CH:24][C:23]([CH2:26][NH2:27])=[CH:22][C:21]=1[CH2:28][OH:29])[CH:9]1[C:18]2[N:17]=[CH:16][CH:15]=[CH:14][C:13]=2[CH2:12][CH2:11][CH2:10]1)([CH3:5])([CH3:3])[CH3:4]. (6) The product is: [CH3:1][C:2]1[CH2:7][CH2:6][CH:5]=[N:4][C:3]=1[CH:8]1[CH2:13][CH2:12][CH2:11][CH:10]([C:14]2[C:19]([CH3:20])=[CH:18][CH:17]=[CH:16][N:15]=2)[N:9]1[CH2:22][C:23]1[CH:24]=[C:25]([CH:26]=[CH:27][CH:28]=1)[C:29]#[N:30]. Given the reactants [CH3:1][C:2]1[C:3]([CH:8]2[CH2:13][CH2:12][CH2:11][CH:10]([C:14]3[C:19]([CH3:20])=[CH:18][CH:17]=[CH:16][N:15]=3)[NH:9]2)=[N:4][CH:5]=[CH:6][CH:7]=1.Br[CH2:22][C:23]1[CH:28]=[CH:27][CH:26]=[C:25]([C:29]#[N:30])[CH:24]=1.CCN(C(C)C)C(C)C, predict the reaction product. (7) Given the reactants [NH2:1][C:2]1[CH:3]=[C:4]([OH:10])[CH:5]=[C:6]([O:8][CH3:9])[CH:7]=1.C([O-])([O-])=O.[K+].[K+].Cl.Cl[CH2:19][CH2:20][N:21]1[CH2:26][CH2:25][O:24][CH2:23][CH2:22]1, predict the reaction product. The product is: [CH3:9][O:8][C:6]1[CH:7]=[C:2]([CH:3]=[C:4]([O:10][CH2:19][CH2:20][N:21]2[CH2:26][CH2:25][O:24][CH2:23][CH2:22]2)[CH:5]=1)[NH2:1]. (8) Given the reactants [OH:1][C:2]1[CH:11]=[C:10]2[C:5]([C:6](=[O:18])[CH:7]=[C:8]([C:12]3[CH:17]=[CH:16][CH:15]=[CH:14][CH:13]=3)[O:9]2)=[CH:4][CH:3]=1.C([O-])([O-])=O.[K+].[K+].[CH2:25](Br)[C:26]#[CH:27], predict the reaction product. The product is: [C:25]([O:1][C:2]1[CH:11]=[C:10]2[C:5]([C:6](=[O:18])[CH:7]=[C:8]([C:12]3[CH:17]=[CH:16][CH:15]=[CH:14][CH:13]=3)[O:9]2)=[CH:4][CH:3]=1)#[C:26][CH3:27]. (9) Given the reactants [F:1][C:2]([F:18])([F:17])[C:3]1[O:7][N:6]=[C:5]([C:8]2[CH:9]=[C:10]([CH:14]=[CH:15][CH:16]=2)[C:11]([OH:13])=O)[N:4]=1.Cl.[CH3:20][CH:21]1[CH2:26][NH:25][CH2:24][CH2:23][N:22]1[C:27]1[CH:34]=[CH:33][C:30]([C:31]#[N:32])=[CH:29][N:28]=1, predict the reaction product. The product is: [CH3:20][CH:21]1[CH2:26][N:25]([C:11](=[O:13])[C:10]2[CH:14]=[CH:15][CH:16]=[C:8]([C:5]3[N:4]=[C:3]([C:2]([F:1])([F:18])[F:17])[O:7][N:6]=3)[CH:9]=2)[CH2:24][CH2:23][N:22]1[C:27]1[CH:34]=[CH:33][C:30]([C:31]#[N:32])=[CH:29][N:28]=1.